Dataset: Tox21: 12 toxicity assays (nuclear receptors and stress response pathways). Task: Binary classification across 12 toxicity assays. The molecule is CC(C)(C)Cl. It tested positive (active) for: NR-ER (Estrogen Receptor agonist activity).